Dataset: Reaction yield outcomes from USPTO patents with 853,638 reactions. Task: Predict the reaction yield, written as a fraction of the theoretical maximum amount of product (1.0 means a 100% yield; for example, 0.34 means a 34% yield). (1) The reactants are [CH:1]1([NH:6][C:7]2[C:8]3[N:9]([C:13]([C:24]4[CH:29]=[CH:28][N:27]=[C:26]([NH:30][CH:31]5[CH2:35][CH2:34][CH2:33][CH2:32]5)[N:25]=4)=[C:14]([C:16]4[CH:21]=[CH:20][C:19]([O:22]C)=[CH:18][CH:17]=4)[N:15]=3)[CH:10]=[CH:11][CH:12]=2)[CH2:5][CH2:4][CH2:3][CH2:2]1.B(Br)(Br)Br. The catalyst is ClCCl. The product is [CH:1]1([NH:6][C:7]2[C:8]3[N:9]([C:13]([C:24]4[CH:29]=[CH:28][N:27]=[C:26]([NH:30][CH:31]5[CH2:35][CH2:34][CH2:33][CH2:32]5)[N:25]=4)=[C:14]([C:16]4[CH:17]=[CH:18][C:19]([OH:22])=[CH:20][CH:21]=4)[N:15]=3)[CH:10]=[CH:11][CH:12]=2)[CH2:5][CH2:4][CH2:3][CH2:2]1. The yield is 0.700. (2) The reactants are [C:1](/[C:3](/[N:8]1[CH:12]=[C:11]([C:13]([O:15][CH3:16])=[O:14])[N:10]=[CH:9]1)=[CH:4]\[N:5](C)C)#[N:2].O.[NH2:18]N. The catalyst is C(O)C. The product is [NH2:5][C:4]1[NH:18][N:2]=[CH:1][C:3]=1[N:8]1[CH:12]=[C:11]([C:13]([O:15][CH3:16])=[O:14])[N:10]=[CH:9]1. The yield is 0.600.